This data is from Catalyst prediction with 721,799 reactions and 888 catalyst types from USPTO. The task is: Predict which catalyst facilitates the given reaction. (1) Reactant: [F:1][C:2]1[CH:3]=[C:4]([NH:9][C:10]([C:12]2[N:13](CC3C=CC(OC)=CC=3)[C:14]3[C:19]([CH:20]=2)=[CH:18][C:17]([C:21]2[CH2:22][CH2:23][N:24]([CH:27]([CH3:29])[CH3:28])[CH2:25][CH:26]=2)=[CH:16][CH:15]=3)=[O:11])[CH:5]=[CH:6][C:7]=1F.C(O)(C(F)(F)[F:42])=O.C1(OC)C=CC=CC=1.C(=O)([O-])O.[Na+]. Product: [F:42][C:6]1[CH:5]=[C:4]([NH:9][C:10]([C:12]2[NH:13][C:14]3[C:19]([CH:20]=2)=[CH:18][C:17]([C:21]2[CH2:22][CH2:23][N:24]([CH:27]([CH3:29])[CH3:28])[CH2:25][CH:26]=2)=[CH:16][CH:15]=3)=[O:11])[CH:3]=[C:2]([F:1])[CH:7]=1. The catalyst class is: 13. (2) Reactant: [C:1]([O:5][C:6]([N:8]1[CH2:13][CH2:12][C:11]([C:14]2[CH:35]=[CH:34][C:17]3[C:18]4[N:22]([CH2:23][CH2:24][O:25][C:16]=3[CH:15]=2)[CH:21]=[C:20]([C:26]2[N:27]([CH:31]([CH3:33])[CH3:32])[N:28]=[CH:29][N:30]=2)[N:19]=4)=[C:10]([C:36](O)=[O:37])[CH2:9]1)=[O:7])([CH3:4])([CH3:3])[CH3:2].CC[N:41]=C=NCCCN(C)C.C1C=CC2N(O)N=NC=2C=1.CCN(C(C)C)C(C)C.[Cl-].[NH4+]. Product: [C:1]([O:5][C:6]([N:8]1[CH2:9][C:10]([C:36](=[O:37])[NH2:41])=[C:11]([C:14]2[CH:35]=[CH:34][C:17]3[C:18]4[N:22]([CH2:23][CH2:24][O:25][C:16]=3[CH:15]=2)[CH:21]=[C:20]([C:26]2[N:27]([CH:31]([CH3:32])[CH3:33])[N:28]=[CH:29][N:30]=2)[N:19]=4)[CH2:12][CH2:13]1)=[O:7])([CH3:2])([CH3:3])[CH3:4]. The catalyst class is: 384. (3) Reactant: [CH3:1][C:2]([CH:17]1[CH2:22][CH2:21][NH:20][C:19](=[O:23])[CH2:18]1)([S:4]([C:7]1[CH:12]=[CH:11][CH:10]=[C:9]([C:13]([F:16])([F:15])[F:14])[CH:8]=1)(=[O:6])=[O:5])[CH3:3].[H-].[Na+].[Br:26][C:27]1[CH:32]=[CH:31][CH:30]=[CH:29][C:28]=1[CH2:33]Br. Product: [Br:26][C:27]1[CH:32]=[CH:31][CH:30]=[CH:29][C:28]=1[CH2:33][N:20]1[CH2:21][CH2:22][CH:17]([C:2]([CH3:1])([S:4]([C:7]2[CH:12]=[CH:11][CH:10]=[C:9]([C:13]([F:14])([F:16])[F:15])[CH:8]=2)(=[O:5])=[O:6])[CH3:3])[CH2:18][C:19]1=[O:23]. The catalyst class is: 3. (4) Reactant: [Cl:1][C:2]1[CH:6]=[C:5]([C:7]2[N:8]([CH3:12])[N:9]=[CH:10][N:11]=2)[S:4][C:3]=1[C:13]1[N:17]2[N:18]=[C:19]([CH3:22])[CH:20]=[CH:21][C:16]2=[N:15][C:14]=1[CH3:23].[Li+].CC([N-]C(C)C)C.CCCCCCC.[CH2:39]1[CH2:43][O:42][CH2:41][CH2:40]1.C(C1C=CC=CC=1)C. Product: [Cl:1][C:2]1[CH:6]=[C:5]([C:7]2[N:8]([CH3:12])[N:9]=[CH:10][N:11]=2)[S:4][C:3]=1[C:13]1[N:17]2[N:18]=[C:19]([CH3:22])[CH:20]=[C:21]([C:41](=[O:42])[CH2:40][CH2:39][CH3:43])[C:16]2=[N:15][C:14]=1[CH3:23]. The catalyst class is: 266. (5) Product: [CH2:1]([C:5]12[CH2:17][CH2:16][C:15](=[O:18])[C:14]([C:19]([F:21])([F:22])[F:20])=[C:13]1[C:12]1[C:7](=[C:8]([Cl:25])[C:9]([OH:23])=[CH:10][CH:11]=1)[CH2:6]2)[CH2:2][CH2:3][CH3:4]. Reactant: [CH2:1]([C:5]12[CH2:17][CH2:16][C:15](=[O:18])[C:14]([C:19]([F:22])([F:21])[F:20])=[C:13]1[C:12]1[C:7](=[C:8]([Cl:25])[C:9]([O:23]C)=[CH:10][CH:11]=1)[CH2:6]2)[CH2:2][CH2:3][CH3:4].B(Br)(Br)Br. The catalyst class is: 4. (6) Reactant: [F:1][C:2]1[CH:7]=[CH:6][CH:5]=[CH:4][C:3]=1[CH2:8][CH2:9][CH2:10][C:11]([OH:13])=O.C(Cl)(=O)C(Cl)=O.[Cl-].[Al+3].[Cl-].[Cl-]. Product: [F:1][C:2]1[CH:7]=[CH:6][CH:5]=[C:4]2[C:3]=1[CH2:8][CH2:9][CH2:10][C:11]2=[O:13]. The catalyst class is: 59. (7) Reactant: [OH:1][C@@H:2]([CH3:10])[CH:3](Cl)[C:4]([O:6][CH2:7][CH3:8])=[O:5].[Na+].[I-:12]. Product: [OH:1][C@H:2]([CH2:10][I:12])[CH2:3][C:4]([O:6][CH2:7][CH3:8])=[O:5]. The catalyst class is: 21. (8) Reactant: [OH-:1].[Ni+2:2].[OH-].[C:4]([O-:7])(=[O:6])[CH3:5].[Ni+2].[C:9]([O-:12])(=[O:11])[CH3:10]. Product: [OH2:6].[OH2:11].[OH2:1].[OH2:6].[C:4]([O-:7])(=[O:6])[CH3:5].[Ni+2:2].[C:9]([O-:12])(=[O:11])[CH3:10]. The catalyst class is: 15.